From a dataset of Full USPTO retrosynthesis dataset with 1.9M reactions from patents (1976-2016). Predict the reactants needed to synthesize the given product. Given the product [CH3:6][S:7][C:8]1[CH:9]=[CH:10][C:11]2[N:12]([N:14]=[C:15]([C:17]3[CH:18]=[CH:19][CH:20]=[CH:21][CH:22]=3)[CH:16]=2)[C:13]=1[Si:24]([CH3:26])([CH3:25])[CH3:23], predict the reactants needed to synthesize it. The reactants are: C([Li])CCC.[CH3:6][S:7][C:8]1[CH:9]=[CH:10][C:11]2[N:12]([N:14]=[C:15]([C:17]3[CH:22]=[CH:21][CH:20]=[CH:19][CH:18]=3)[CH:16]=2)[CH:13]=1.[CH3:23][Si:24](Cl)([CH3:26])[CH3:25].[Cl-].[NH4+].